From a dataset of Catalyst prediction with 721,799 reactions and 888 catalyst types from USPTO. Predict which catalyst facilitates the given reaction. (1) Reactant: [O:1]=[C:2]([NH:18][C:19]1[CH:24]=[CH:23][C:22]([O:25][C:26]2[CH:31]=[CH:30][CH:29]=[CH:28][CH:27]=2)=[CH:21][CH:20]=1)[CH2:3][N:4]1[CH2:10][CH2:9][CH2:8][N:7](C(OC(C)(C)C)=O)[CH2:6][CH2:5]1.Cl. Product: [O:25]([C:22]1[CH:21]=[CH:20][C:19]([NH:18][C:2](=[O:1])[CH2:3][N:4]2[CH2:10][CH2:9][CH2:8][NH:7][CH2:6][CH2:5]2)=[CH:24][CH:23]=1)[C:26]1[CH:31]=[CH:30][CH:29]=[CH:28][CH:27]=1. The catalyst class is: 4. (2) Reactant: [C:1]([O:5][C:6](=[O:33])[CH:7]([NH:17][C:18]([C:20]1[CH:25]=[CH:24][C:23]([C:26]2[CH:31]=[CH:30][C:29]([NH2:32])=[CH:28][CH:27]=2)=[CH:22][CH:21]=1)=[O:19])[CH2:8][CH2:9][C:10]([O:12][C:13]([CH3:16])([CH3:15])[CH3:14])=[O:11])([CH3:4])([CH3:3])[CH3:2].[O:34]1[CH:38]=[CH:37][CH:36]=[C:35]1[C:39](O)=[O:40].CN([P+](ON1N=NC2C=CC=CC1=2)(N(C)C)N(C)C)C.F[P-](F)(F)(F)(F)F.CCN(C(C)C)C(C)C. Product: [C:1]([O:5][C:6](=[O:33])[CH:7]([NH:17][C:18]([C:20]1[CH:21]=[CH:22][C:23]([C:26]2[CH:27]=[CH:28][C:29]([NH:32][C:39]([C:35]3[O:34][CH:38]=[CH:37][CH:36]=3)=[O:40])=[CH:30][CH:31]=2)=[CH:24][CH:25]=1)=[O:19])[CH2:8][CH2:9][C:10]([O:12][C:13]([CH3:16])([CH3:15])[CH3:14])=[O:11])([CH3:2])([CH3:3])[CH3:4]. The catalyst class is: 18. (3) Reactant: [CH3:1][NH:2][CH2:3][CH2:4][O:5][C:6]1[CH:15]=[CH:14][C:9]([C:10]([O:12][CH3:13])=[O:11])=[CH:8][C:7]=1[C:16]([O:18][CH3:19])=[O:17].[CH3:20][O:21][C:22]1[CH:23]=[C:24]([CH2:39][C:40](O)=[O:41])[CH:25]=[CH:26][C:27]=1[NH:28][C:29]([NH:31][C:32]1[CH:37]=[CH:36][CH:35]=[CH:34][C:33]=1[CH3:38])=[O:30].CCN(CC)CC. Product: [CH3:20][O:21][C:22]1[CH:23]=[C:24]([CH2:39][C:40]([CH2:1][NH:2][CH2:3][CH2:4][O:5][C:6]2[CH:15]=[CH:14][C:9]([C:10]([O:12][CH3:13])=[O:11])=[CH:8][C:7]=2[C:16]([O:18][CH3:19])=[O:17])=[O:41])[CH:25]=[CH:26][C:27]=1[NH:28][C:29]([NH:31][C:32]1[CH:37]=[CH:36][CH:35]=[CH:34][C:33]=1[CH3:38])=[O:30]. The catalyst class is: 31. (4) Reactant: [Br:1][C:2]1[C:3]([O:22][CH3:23])=[CH:4][C:5]([O:20][CH3:21])=[C:6]([CH:19]=1)[C:7]([C:9](=[CH:15]N(C)C)[C:10]([O:12][CH2:13][CH3:14])=[O:11])=[O:8].[NH2:24][C@@H:25]([CH:28]([CH3:30])[CH3:29])[CH2:26][OH:27]. Product: [Br:1][C:2]1[C:3]([O:22][CH3:23])=[CH:4][C:5]([O:20][CH3:21])=[C:6]([CH:19]=1)[C:7]([C:9](=[CH:15][NH:24][C@@H:25]([CH:28]([CH3:30])[CH3:29])[CH2:26][OH:27])[C:10]([O:12][CH2:13][CH3:14])=[O:11])=[O:8]. The catalyst class is: 49. (5) Reactant: Cl[CH2:2][C:3]1[CH:19]=[CH:18][C:6]2[CH2:7][CH2:8][N:9]([C:12](=[O:17])[C:13]([F:16])([F:15])[F:14])[CH2:10][CH2:11][C:5]=2[CH:4]=1.C([O-])([O-])=O.[K+].[K+].[CH3:26][O:27][C:28]1[CH:29]=[C:30]([OH:34])[CH:31]=[CH:32][CH:33]=1. Product: [CH3:26][O:27][C:28]1[CH:29]=[C:30]([CH:31]=[CH:32][CH:33]=1)[O:34][CH2:2][C:3]1[CH:19]=[CH:18][C:6]2[CH2:7][CH2:8][N:9]([C:12](=[O:17])[C:13]([F:16])([F:15])[F:14])[CH2:10][CH2:11][C:5]=2[CH:4]=1. The catalyst class is: 23. (6) Reactant: [N:1]1([CH2:6][C:7]2[CH:16]=[CH:15][C:14]3[C:9](=[CH:10][CH:11]=[C:12]([NH2:17])[CH:13]=3)[N:8]=2)[CH2:5][CH2:4][CH2:3][CH2:2]1.N1C=CC=CC=1.Cl[C:25](OC1C=CC([N+]([O-])=O)=CC=1)=[O:26].Cl.[F:38][C:39]1[CH:44]=[CH:43][C:42]([CH:45]2[CH2:50][CH2:49][NH:48][CH2:47][CH2:46]2)=[CH:41][CH:40]=1.[OH-].[Na+]. Product: [F:38][C:39]1[CH:44]=[CH:43][C:42]([CH:45]2[CH2:46][CH2:47][N:48]([C:25]([NH:17][C:12]3[CH:13]=[C:14]4[C:9](=[CH:10][CH:11]=3)[N:8]=[C:7]([CH2:6][N:1]3[CH2:5][CH2:4][CH2:3][CH2:2]3)[CH:16]=[CH:15]4)=[O:26])[CH2:49][CH2:50]2)=[CH:41][CH:40]=1. The catalyst class is: 253. (7) Reactant: [C:1]([O:5][C:6]([N:8]1[CH2:12][C@:11]([CH2:14][N:15]=[N+]=[N-])([F:13])[CH2:10][C@H:9]1[C:18]([O:20][CH2:21][C:22]1[CH:27]=[CH:26][CH:25]=[CH:24][CH:23]=1)=[O:19])=[O:7])([CH3:4])([CH3:3])[CH3:2].CP(C)C.O. Product: [C:1]([O:5][C:6]([N:8]1[CH2:12][C@:11]([CH2:14][NH2:15])([F:13])[CH2:10][C@H:9]1[C:18]([O:20][CH2:21][C:22]1[CH:23]=[CH:24][CH:25]=[CH:26][CH:27]=1)=[O:19])=[O:7])([CH3:4])([CH3:2])[CH3:3]. The catalyst class is: 1. (8) Reactant: [C:1]([CH2:4][CH2:5][C:6]1[C:10]([CH3:11])=[C:9]([CH:12]=O)[NH:8][C:7]=1[CH3:14])([OH:3])=[O:2].[CH3:15][O:16][C:17]1[CH:18]=[C:19]([C:23]2[CH:31]=[C:30]3[C:26]([CH2:27][C:28](=[O:32])[NH:29]3)=[CH:25][CH:24]=2)[CH:20]=[CH:21][CH:22]=1. Product: [CH3:15][O:16][C:17]1[CH:18]=[C:19]([C:23]2[CH:31]=[C:30]3[C:26]([C:27](=[CH:12][C:9]4[NH:8][C:7]([CH3:14])=[C:6]([CH2:5][CH2:4][C:1]([OH:3])=[O:2])[C:10]=4[CH3:11])[C:28](=[O:32])[NH:29]3)=[CH:25][CH:24]=2)[CH:20]=[CH:21][CH:22]=1. The catalyst class is: 495. (9) Reactant: [Br:1][C:2]1[C:9]([CH3:10])=[CH:8][C:5]([C:6]#[N:7])=[CH:4][C:3]=1[CH3:11].[NH4+].[Cl-].[N-:14]=[N+:15]=[N-:16].[Na+]. Product: [Br:1][C:2]1[C:3]([CH3:11])=[CH:4][C:5]([C:6]2[NH:16][N:15]=[N:14][N:7]=2)=[CH:8][C:9]=1[CH3:10]. The catalyst class is: 35. (10) Reactant: [H-].[H-].[H-].[H-].[Li+].[Al+3].C([O:9][C:10](=O)[C:11]([O:23][C:24]1[CH:46]=[CH:45][C:27]2[C:28]3[N:32]([CH2:33][CH2:34][O:35][C:26]=2[CH:25]=1)[CH:31]=[C:30]([C:36]1[N:37]([CH:42]([CH3:44])[CH3:43])[N:38]=[C:39]([CH3:41])[N:40]=1)[N:29]=3)([C:17]1[CH:22]=[CH:21][CH:20]=[CH:19][CH:18]=1)[C:12](OCC)=[O:13])C.CCOC(C)=O.[C@H](O)(C([O-])=O)[C@@H](O)C([O-])=O.[Na+].[K+]. Product: [CH:42]([N:37]1[C:36]([C:30]2[N:29]=[C:28]3[N:32]([CH2:33][CH2:34][O:35][C:26]4[CH:25]=[C:24]([O:23][C:11]([C:17]5[CH:18]=[CH:19][CH:20]=[CH:21][CH:22]=5)([CH2:12][OH:13])[CH2:10][OH:9])[CH:46]=[CH:45][C:27]=43)[CH:31]=2)=[N:40][C:39]([CH3:41])=[N:38]1)([CH3:44])[CH3:43]. The catalyst class is: 1.